Dataset: Full USPTO retrosynthesis dataset with 1.9M reactions from patents (1976-2016). Task: Predict the reactants needed to synthesize the given product. (1) Given the product [F:27][C:24]1[CH:23]=[CH:22][C:21]([C:19]2[O:20][C:16]3[CH:15]=[C:14]([N+:33]([O-:35])=[O:34])[C:13]([C:47]4[CH:48]=[C:43]([CH:44]=[CH:45][CH:46]=4)[C:41]([O:40][CH2:38][CH3:39])=[O:42])=[CH:32][C:17]=3[C:18]=2[C:28](=[O:31])[NH:29][CH3:30])=[CH:26][CH:25]=1, predict the reactants needed to synthesize it. The reactants are: C(=O)([O-])[O-].[Cs+].[Cs+].FC(F)(F)S(O[C:13]1[C:14]([N+:33]([O-:35])=[O:34])=[CH:15][C:16]2[O:20][C:19]([C:21]3[CH:26]=[CH:25][C:24]([F:27])=[CH:23][CH:22]=3)=[C:18]([C:28](=[O:31])[NH:29][CH3:30])[C:17]=2[CH:32]=1)(=O)=O.[CH2:38]([O:40][C:41]([C:43]1[CH:44]=[C:45](B(O)O)[CH:46]=[CH:47][CH:48]=1)=[O:42])[CH3:39].O1CCOCC1. (2) Given the product [CH3:29][O:28][C:13]1[CH:14]=[C:15]([C:18]2[C:22]3[CH2:23][CH2:24][CH2:25][C:26](=[O:27])[C:21]=3[O:20][N:19]=2)[CH:16]=[CH:17][C:12]=1[NH:11][CH:1]=[O:3], predict the reactants needed to synthesize it. The reactants are: [CH:1]([OH:3])=O.C(OC(=O)C)(=O)C.[NH2:11][C:12]1[CH:17]=[CH:16][C:15]([C:18]2[C:22]3[CH2:23][CH2:24][CH2:25][C:26](=[O:27])[C:21]=3[O:20][N:19]=2)=[CH:14][C:13]=1[O:28][CH3:29]. (3) Given the product [Cl:3][C:4]1[CH:17]=[CH:16][CH:15]=[CH:14][C:5]=1[CH2:6][N:7]1[C:11]([CH3:12])=[C:10]([CH3:13])[N:9]=[C:8]1[CH2:1][OH:2], predict the reactants needed to synthesize it. The reactants are: [CH2:1]=[O:2].[Cl:3][C:4]1[CH:17]=[CH:16][CH:15]=[CH:14][C:5]=1[CH2:6][N:7]1[C:11]([CH3:12])=[C:10]([CH3:13])[N:9]=[CH:8]1. (4) Given the product [Cl:1][C:2]1[CH:3]=[C:4]2[C:12](=[C:13]([NH:17][C:21](=[O:22])[C:20]3[CH:24]=[CH:25][CH:26]=[N:27][C:19]=3[CH3:18])[C:14]=1[S:15][CH3:16])[NH:11][C:10]1[CH:9]=[N:8][CH:7]=[CH:6][C:5]2=1, predict the reactants needed to synthesize it. The reactants are: [Cl:1][C:2]1[CH:3]=[C:4]2[C:12](=[C:13]([NH2:17])[C:14]=1[S:15][CH3:16])[NH:11][C:10]1[CH:9]=[N:8][CH:7]=[CH:6][C:5]2=1.[CH3:18][C:19]1[N:27]=[CH:26][CH:25]=[CH:24][C:20]=1[C:21](O)=[O:22].Cl.CN(C)CCCN=C=NCC.C(=O)(O)[O-].[Na+]. (5) The reactants are: [Si:1]([O:8][CH:9]1[CH2:14][CH2:13][CH2:12][C:11]([C:15]2[N:16]=[CH:17][C:18]([NH2:21])=[N:19][CH:20]=2)=[CH:10]1)([C:4]([CH3:7])([CH3:6])[CH3:5])([CH3:3])[CH3:2]. Given the product [Si:1]([O:8][C@H:9]1[CH2:14][CH2:13][CH2:12][C@@H:11]([C:15]2[N:16]=[CH:17][C:18]([NH2:21])=[N:19][CH:20]=2)[CH2:10]1)([C:4]([CH3:7])([CH3:5])[CH3:6])([CH3:3])[CH3:2], predict the reactants needed to synthesize it. (6) Given the product [F:24][C:6]([F:5])([F:23])[C:7]([N:9]1[CH2:10][CH:11]2[C:20]([CH3:21])([CH3:22])[CH:18]([C:17]3[C:12]2=[CH:13][C:14]([N+:1]([O-:4])=[O:2])=[CH:15][CH:16]=3)[CH2:19]1)=[O:8], predict the reactants needed to synthesize it. The reactants are: [N+:1]([O-:4])(O)=[O:2].[F:5][C:6]([F:24])([F:23])[C:7]([N:9]1[CH2:19][CH:18]2[C:20]([CH3:22])([CH3:21])[CH:11]([C:12]3[C:17]2=[CH:16][CH:15]=[CH:14][CH:13]=3)[CH2:10]1)=[O:8].C(Cl)(Cl)Cl.C([O-])(O)=O.[Na+]. (7) Given the product [C:16]([NH:1][CH2:2][CH2:3][S:4][S:5][CH2:6][CH2:7][NH:8][C:16](=[O:34])[CH2:17][CH2:18][CH2:19][CH2:20][CH2:21][CH2:22][CH2:23][CH2:24][CH2:25][CH2:26][CH2:27][CH2:28][CH2:29][CH2:30][CH2:31][CH2:14][CH3:15])(=[O:34])[CH2:17][CH2:18][CH2:19][CH2:20][CH2:21][CH2:22][CH2:23][CH2:24][CH2:25][CH2:26][CH2:27][CH2:28][CH2:29][CH2:30][CH2:31][CH2:32][CH3:33], predict the reactants needed to synthesize it. The reactants are: [NH2:1][CH2:2][CH2:3][S:4][S:5][CH2:6][CH2:7][NH2:8].C(N([CH2:14][CH3:15])CC)C.[C:16](Cl)(=[O:34])[CH2:17][CH2:18][CH2:19][CH2:20][CH2:21][CH2:22][CH2:23][CH2:24][CH2:25][CH2:26][CH2:27][CH2:28][CH2:29][CH2:30][CH2:31][CH2:32][CH3:33]. (8) Given the product [F:16][C:2]([F:1])([F:17])[C:3]1[CH:4]=[CH:5][C:6]([CH2:9][CH:10]2[CH2:14][CH2:13][CH2:12][C:11]2=[O:15])=[N:7][CH:8]=1, predict the reactants needed to synthesize it. The reactants are: [F:1][C:2]([F:17])([F:16])[C:3]1[CH:4]=[CH:5][C:6]([CH:9]=[C:10]2[CH2:14][CH2:13][CH2:12][C:11]2=[O:15])=[N:7][CH:8]=1.[H][H].